Dataset: Full USPTO retrosynthesis dataset with 1.9M reactions from patents (1976-2016). Task: Predict the reactants needed to synthesize the given product. (1) Given the product [CH2:28]([CH:8]([CH2:9][CH2:14][CH2:15][CH3:16])[CH2:7][OH:6])[CH3:29], predict the reactants needed to synthesize it. The reactants are: N#N.[Cl-].[Cl-].[Mg+2].[O:6]1[CH:8]([CH3:9])[CH:7]1Cl.P(OCCCC)(OCCCC)(O[CH2:14][CH2:15][CH2:16]C)=O.[CH2:28](O)[CH3:29]. (2) Given the product [CH3:14][CH2:15][CH2:7][CH2:8][O:9][C:10]([CH:12]=[CH2:13])=[O:11], predict the reactants needed to synthesize it. The reactants are: CCOCCO[CH2:7][CH2:8][O:9][C:10]([CH:12]=[CH2:13])=[O:11].[CH3:14][C:15](N=NC(C#N)(C)C)(C#N)C.